This data is from Forward reaction prediction with 1.9M reactions from USPTO patents (1976-2016). The task is: Predict the product of the given reaction. Given the reactants [NH+]1C=CC=CC=1.C1(C)C=CC(S([O-])(=O)=O)=CC=1.[OH:18][CH:19]1[CH2:24][CH2:23][CH:22]([C:25]([O:27][CH2:28][CH3:29])=[O:26])[CH2:21][CH2:20]1.[O:30]1[CH:35]=[CH:34][CH2:33][CH2:32][CH2:31]1, predict the reaction product. The product is: [O:30]1[CH2:35][CH2:34][CH2:33][CH2:32][CH:31]1[O:18][CH:19]1[CH2:20][CH2:21][CH:22]([C:25]([O:27][CH2:28][CH3:29])=[O:26])[CH2:23][CH2:24]1.